Dataset: Reaction yield outcomes from USPTO patents with 853,638 reactions. Task: Predict the reaction yield, written as a fraction of the theoretical maximum amount of product (1.0 means a 100% yield; for example, 0.34 means a 34% yield). (1) The reactants are O([CH2:9][CH:10]([CH2:16][CH2:17][CH3:18])[CH2:11][CH2:12][CH2:13][CH2:14][CH3:15])S(C(F)(F)F)(=O)=O.[CH3:19][C:20]1[CH:21]=[N:22][CH:23]=[C:24]([CH3:39])[C:25]=1[C:26]1[C:31]([CH3:32])=[CH:30][C:29]([CH:33]([C:36]#[N:37])[C:34]#[N:35])=[CH:28][C:27]=1[CH3:38].C[O-].[Na+]. The catalyst is C(Cl)Cl.CO. The product is [CH3:19][C:20]1[C:25](=[C:26]2[C:31]([CH3:32])=[CH:30][C:29](=[C:33]([C:34]#[N:35])[C:36]#[N:37])[CH:28]=[C:27]2[CH3:38])[C:24]([CH3:39])=[CH:23][N:22]([CH2:9][CH:10]([CH2:16][CH2:17][CH3:18])[CH2:11][CH2:12][CH2:13][CH2:14][CH3:15])[CH:21]=1. The yield is 0.669. (2) The reactants are Br[C:2]1[C:10]2[C:5](=[CH:6][CH:7]=[C:8]([C:11]#[N:12])[CH:9]=2)[N:4]([CH:13]2[CH2:18][CH2:17][CH2:16][CH2:15][O:14]2)[N:3]=1.[NH2:19][C:20]1[CH:21]=[C:22](B(O)O)[CH:23]=[CH:24][CH:25]=1.ClCCl.P([O-])([O-])([O-])=O.[K+].[K+].[K+]. The catalyst is COCCOC.C1(P(C2C=CC=CC=2)[C-]2C=CC=C2)C=CC=CC=1.[C-]1(P(C2C=CC=CC=2)C2C=CC=CC=2)C=CC=C1.[Fe+2]. The product is [NH2:19][C:20]1[CH:25]=[C:24]([C:2]2[C:10]3[C:5](=[CH:6][CH:7]=[C:8]([C:11]#[N:12])[CH:9]=3)[N:4]([CH:13]3[CH2:18][CH2:17][CH2:16][CH2:15][O:14]3)[N:3]=2)[CH:23]=[CH:22][CH:21]=1. The yield is 0.810. (3) The reactants are [H-].[H-].[H-].[H-].[Li+].[Al+3].[F:7][C:8]1[CH:13]=[CH:12][C:11]([NH:14][NH:15][C:16](OCC)=O)=[CH:10][CH:9]=1.CCOC(C)=O. The catalyst is C1COCC1. The product is [F:7][C:8]1[CH:13]=[CH:12][C:11]([NH:14][NH:15][CH3:16])=[CH:10][CH:9]=1. The yield is 0.740. (4) The reactants are [C:1]([O:5][C:6](=[O:27])[N:7]([C:19]1[CH:24]=[CH:23][C:22]([CH:25]=[O:26])=[CH:21][N:20]=1)[CH2:8][C:9]1[CH:14]=[CH:13][C:12]([C:15]([F:18])([F:17])[F:16])=[CH:11][CH:10]=1)([CH3:4])([CH3:3])[CH3:2].[N:28]1([CH2:34][CH2:35][O:36][C:37]2[CH:38]=[C:39]3[CH:45]=[CH:44][NH:43][C:40]3=[N:41][CH:42]=2)[CH2:33][CH2:32][O:31][CH2:30][CH2:29]1.[OH-].[K+]. The catalyst is CO. The product is [C:1]([O:5][C:6](=[O:27])[N:7]([C:19]1[CH:24]=[CH:23][C:22]([CH:25]([OH:26])[C:45]2[C:39]3[C:40](=[N:41][CH:42]=[C:37]([O:36][CH2:35][CH2:34][N:28]4[CH2:33][CH2:32][O:31][CH2:30][CH2:29]4)[CH:38]=3)[NH:43][CH:44]=2)=[CH:21][N:20]=1)[CH2:8][C:9]1[CH:10]=[CH:11][C:12]([C:15]([F:16])([F:17])[F:18])=[CH:13][CH:14]=1)([CH3:4])([CH3:2])[CH3:3]. The yield is 0.400. (5) The catalyst is O1CCOCC1. The yield is 0.130. The product is [N:15]1[CH:16]=[CH:17][CH:18]=[C:13]([O:12][C:9]2[C:10]3[N:11]=[C:2]([C:27]4[CH:28]=[C:29]([NH:33][S:34]([C:37]5[CH:38]=[CH:39][CH:40]=[CH:41][CH:42]=5)(=[O:35])=[O:36])[CH:30]=[N:31][CH:32]=4)[CH:3]=[CH:4][C:5]=3[N:6]=[CH:7][N:8]=2)[CH:14]=1. The reactants are Cl[C:2]1[CH:3]=[CH:4][C:5]2[N:6]=[CH:7][N:8]=[C:9]([O:12][C:13]3[CH:14]=[N:15][CH:16]=[CH:17][CH:18]=3)[C:10]=2[N:11]=1.CC1(C)C(C)(C)OB([C:27]2[CH:28]=[C:29]([NH:33][S:34]([C:37]3[CH:42]=[CH:41][CH:40]=[CH:39][CH:38]=3)(=[O:36])=[O:35])[CH:30]=[N:31][CH:32]=2)O1.C(=O)(O)[O-].[Na+]. (6) The reactants are [Cl:1][C:2]1[C:7]([C:8]2([CH3:11])[CH2:10][CH2:9]2)=[CH:6][C:5]([NH:12][CH2:13][C:14]([O:16]CC)=[O:15])=[C:4]([O:19][CH3:20])[CH:3]=1.O[Li].O. The catalyst is C1COCC1.O. The product is [Cl:1][C:2]1[C:7]([C:8]2([CH3:11])[CH2:10][CH2:9]2)=[CH:6][C:5]([NH:12][CH2:13][C:14]([OH:16])=[O:15])=[C:4]([O:19][CH3:20])[CH:3]=1. The yield is 0.330.